The task is: Predict the product of the given reaction.. This data is from Forward reaction prediction with 1.9M reactions from USPTO patents (1976-2016). (1) The product is: [CH3:2][N:3]([CH3:10])[CH2:4][CH2:5][CH2:6][C:7]([O:9][CH:30]([CH2:29][CH2:28][CH2:27][CH2:26][CH2:25][CH2:24][CH2:23][CH2:22][CH2:21]/[CH:20]=[CH:19]\[CH2:18]/[CH:17]=[CH:16]\[CH2:15][CH2:14][CH2:13][CH2:12][CH3:11])[CH2:31][CH2:32][CH2:33][CH2:34][CH2:35][CH2:36][CH2:37][CH2:38][CH3:39])=[O:8]. Given the reactants Cl.[CH3:2][N:3]([CH3:10])[CH2:4][CH2:5][CH2:6][C:7]([OH:9])=[O:8].[CH3:11][CH2:12][CH2:13][CH2:14][CH2:15][CH2:16][CH2:17][CH2:18][CH2:19][CH:20](O)[CH2:21][CH2:22][CH2:23][CH2:24][CH2:25][CH2:26][CH2:27][CH2:28][CH2:29][CH:30]=[CH:31][CH2:32][CH:33]=[CH:34][CH2:35][CH2:36][CH2:37][CH2:38][CH3:39].C(Cl)CCl.CCN(C(C)C)C(C)C, predict the reaction product. (2) Given the reactants [CH2:1]1[NH:6][C@H:5]([CH2:7][OH:8])[C@@H:4]([OH:9])[C@H:3]([OH:10])[C@H:2]1[OH:11].[CH2:12]1[NH:17][C@H:16]([CH2:18][OH:19])[C@H:15]([OH:20])[C@H:14]([OH:21])[C@H:13]1[OH:22].C1[C@@H:28]([OH:29])[C@H](O)[C@@H](CO)NC1, predict the reaction product. The product is: [CH2:1]1[NH:6][C@H:5]([CH2:7][OH:8])[C@@H:4]([OH:9])[C@H:3]([OH:10])[C@H:2]1[OH:11].[CH2:28]([OH:29])[C@H:12]1[NH:17][C@H:16]([CH2:18][OH:19])[C@H:15]([OH:20])[C@@H:14]([OH:21])[C@@H:13]1[OH:22].[CH2:18]([OH:19])[C@H:1]1[NH:6][C@H:5]([CH2:7][OH:8])[C@@H:4]([OH:9])[CH:3]([OH:10])[C@@H:2]1[OH:11].[CH2:18]([OH:19])[C@H:1]1[NH:6][C@H:5]([CH2:7][OH:8])[C@H:4]([OH:9])[CH:3]([OH:10])[C@@H:2]1[OH:11]. (3) Given the reactants [Cl:1][C:2]1[CH:14]=[CH:13][CH:12]=[CH:11][C:3]=1[CH2:4][CH:5]([C:8](=O)[CH3:9])[C:6]#[N:7].[NH2:15][NH2:16].O.CCOCC, predict the reaction product. The product is: [Cl:1][C:2]1[CH:14]=[CH:13][CH:12]=[CH:11][C:3]=1[CH2:4][C:5]1[C:8]([CH3:9])=[N:15][NH:16][C:6]=1[NH2:7]. (4) Given the reactants [C:1]([O:5]N[C@H](C(O)=O)C)([CH3:4])([CH3:3])[CH3:2].C1C=C[C:15]2N(O)N=[N:18][C:16]=2[CH:17]=1.CN1C[CH2:27][O:26]CC1.Cl.[NH2:30][C@H:31]([C:35]([NH2:37])=[O:36])[CH:32]([CH3:34])[CH3:33].CN(C=[O:42])C, predict the reaction product. The product is: [C:1]([O:5][C:27]([NH:18][C@H:16]([C:17]([NH:30][C@H:31]([C:35]([NH2:37])=[O:36])[CH:32]([CH3:34])[CH3:33])=[O:42])[CH3:15])=[O:26])([CH3:2])([CH3:3])[CH3:4]. (5) Given the reactants [NH2:1][C:2]1[CH:7]=[CH:6][CH:5]=[CH:4][CH:3]=1.C(=O)(O)[O-].[Na+].[C:13]1([S:19](Cl)(=[O:21])=[O:20])[CH:18]=[CH:17][CH:16]=[CH:15][CH:14]=1, predict the reaction product. The product is: [C:2]1([NH:1][S:19]([C:13]2[CH:18]=[CH:17][CH:16]=[CH:15][CH:14]=2)(=[O:21])=[O:20])[CH:7]=[CH:6][CH:5]=[CH:4][CH:3]=1.